This data is from Full USPTO retrosynthesis dataset with 1.9M reactions from patents (1976-2016). The task is: Predict the reactants needed to synthesize the given product. (1) Given the product [CH:22]([C:23]1[NH:25][C:4](=[O:5])[C:6]2[C:10]([C:11]3[CH:12]=[CH:13][CH:14]=[CH:15][CH:16]=3)=[CH:9][S:8][C:7]=2[N:17]=1)([CH3:19])[CH3:26], predict the reactants needed to synthesize it. The reactants are: C(O[C:4]([C:6]1[C:10]([C:11]2[CH:16]=[CH:15][CH:14]=[CH:13][CH:12]=2)=[CH:9][S:8][C:7]=1[NH2:17])=[O:5])C.Cl.[CH:19]([CH2:22][C:23]([NH2:25])=N)(C)C.[CH2:26](O)C. (2) Given the product [C:6]([N:8]1[C@@H:9]([CH2:15][CH2:16][CH2:17][CH2:18][CH2:19][CH2:20][CH2:21][CH2:22][CH2:23][CH2:24][CH3:25])[CH2:10][CH2:11][CH2:12][C@@H:13]1[CH3:14])([O:5][C:1]([CH3:4])([CH3:3])[CH3:2])=[O:7], predict the reactants needed to synthesize it. The reactants are: [C:1]([O:5][C:6]([N:8]1[C:13]([CH3:14])=[CH:12][CH2:11][CH2:10][CH:9]1[CH2:15][CH2:16][CH2:17][CH2:18][CH2:19][CH2:20][CH2:21][CH2:22][CH2:23][CH2:24][CH3:25])=[O:7])([CH3:4])([CH3:3])[CH3:2].C([BH3-])#N.[Na+].C(O)(C(F)(F)F)=O.CCOC(C)=O.